Dataset: Reaction yield outcomes from USPTO patents with 853,638 reactions. Task: Predict the reaction yield, written as a fraction of the theoretical maximum amount of product (1.0 means a 100% yield; for example, 0.34 means a 34% yield). (1) The reactants are Br[C:2]1[C:3]([OH:13])=[C:4]([C:10](=[O:12])[CH3:11])[CH:5]=[C:6]([Cl:9])[C:7]=1[CH3:8].[N:14]1[CH:19]=[CH:18][C:17](B(O)O)=[CH:16][CH:15]=1.C(=O)([O-])[O-].[K+].[K+].C1(P(C2C=CC=CC=2)C2C=CC=CC=2)C=CC=CC=1. The catalyst is COCCOC.O.C([O-])(=O)C.[Pd+2].C([O-])(=O)C. The product is [Cl:9][C:6]1[C:7]([CH3:8])=[C:2]([C:17]2[CH:18]=[CH:19][N:14]=[CH:15][CH:16]=2)[C:3]([OH:13])=[C:4]([C:10](=[O:12])[CH3:11])[CH:5]=1. The yield is 0.450. (2) The reactants are [C:1]([C:4]1[C:34](=[O:35])[C@@:8]2([CH3:36])[C:9]3[C:15]([OH:16])=[CH:14][C:13]([O:17][CH3:18])=[C:12]([C:19]([NH:21][CH2:22][C:23]4[C:32]5[C:27](=[CH:28][CH:29]=[CH:30][CH:31]=5)[CH:26]=[CH:25][C:24]=4[CH3:33])=[O:20])[C:10]=3[O:11][C:7]2=[CH:6][C:5]=1[OH:37])(=O)[CH3:2].[OH:38][CH2:39][CH2:40][O:41][NH2:42]. The yield is 0.820. The product is [OH:16][C:15]1[C:9]2[C@:8]3([CH3:36])[C:34](=[O:35])[C:4](/[C:1](=[N:42]/[O:41][CH2:40][CH2:39][OH:38])/[CH3:2])=[C:5]([OH:37])[CH:6]=[C:7]3[O:11][C:10]=2[C:12]([C:19]([NH:21][CH2:22][C:23]2[C:32]3[C:27](=[CH:28][CH:29]=[CH:30][CH:31]=3)[CH:26]=[CH:25][C:24]=2[CH3:33])=[O:20])=[C:13]([O:17][CH3:18])[CH:14]=1. The catalyst is O1CCCC1.CO. (3) The reactants are [C:1]([O:7][CH2:8][CH3:9])(=[O:6])[CH2:2][C:3]([O-:5])=O.[K+].C(N(CC)C(C)C)(C)C.[Cl-].[Mg+2].[Cl-].[Cl:23][C:24]1[CH:29]=[CH:28][C:27]([CH2:30]C(Cl)=O)=[CH:26][CH:25]=1. The catalyst is C(#N)C. The product is [Cl:23][C:24]1[CH:29]=[CH:28][C:27]([CH2:30][C:3](=[O:5])[CH2:2][C:1]([O:7][CH2:8][CH3:9])=[O:6])=[CH:26][CH:25]=1. The yield is 0.390. (4) The reactants are Br[C:2]1[S:3][C:4]([Br:15])=[C:5]([CH2:7][C:8]2[CH:13]=[CH:12][C:11]([Cl:14])=[CH:10][CH:9]=2)[N:6]=1.[N:16]1[CH:21]=[CH:20][C:19](B(O)O)=[CH:18][CH:17]=1.C(=O)([O-])[O-].[Na+].[Na+]. The catalyst is COCCOC.C1C=CC(P(C2C=CC=CC=2)[C-]2C=CC=C2)=CC=1.C1C=CC(P(C2C=CC=CC=2)[C-]2C=CC=C2)=CC=1.Cl[Pd]Cl.[Fe+2]. The product is [Br:15][C:4]1[S:3][C:2]([C:19]2[CH:20]=[CH:21][N:16]=[CH:17][CH:18]=2)=[N:6][C:5]=1[CH2:7][C:8]1[CH:13]=[CH:12][C:11]([Cl:14])=[CH:10][CH:9]=1. The yield is 0.260. (5) The reactants are [CH3:1][CH:2]([CH3:38])[CH2:3][C@H:4]([NH:21][C:22]1[N:27]=[CH:26][C:25]([C:28]([NH:30][CH2:31][CH2:32][C:33]([O:35]CC)=[O:34])=[O:29])=[CH:24][CH:23]=1)[C:5]1[CH:10]=[CH:9][C:8]([C:11]2[CH:16]=[CH:15][C:14]([C:17]([F:20])([F:19])[F:18])=[CH:13][N:12]=2)=[CH:7][CH:6]=1.O1CCCC1.[OH-].[Li+]. The catalyst is CO. The product is [CH3:1][CH:2]([CH3:38])[CH2:3][C@H:4]([NH:21][C:22]1[N:27]=[CH:26][C:25]([C:28]([NH:30][CH2:31][CH2:32][C:33]([OH:35])=[O:34])=[O:29])=[CH:24][CH:23]=1)[C:5]1[CH:10]=[CH:9][C:8]([C:11]2[CH:16]=[CH:15][C:14]([C:17]([F:20])([F:19])[F:18])=[CH:13][N:12]=2)=[CH:7][CH:6]=1. The yield is 0.870. (6) The reactants are [C:1]([O:7][CH2:8][CH2:9][O:10][CH3:11])(=[O:6])[CH2:2][C:3]([CH3:5])=O.[Br:12][C:13]1[CH:20]=[CH:19][C:16]([CH:17]=O)=[CH:15][CH:14]=1.[NH4+:21].[OH-:22]. The catalyst is CCO.C(Cl)Cl. The product is [Br:12][C:13]1[CH:20]=[CH:19][C:16]([CH:17]2[C:2]([C:1]([O:7][CH2:8][CH2:9][O:10][CH3:11])=[O:6])=[C:3]([CH3:5])[NH:21][C:3]([CH3:5])=[C:2]2[C:1]([O:7][CH2:8][CH2:9][O:10][CH3:11])=[O:22])=[CH:15][CH:14]=1. The yield is 0.640. (7) The reactants are [Cl:1][C:2]1[C:7]([CH:8]=[O:9])=[C:6]([N:10]2[CH2:22][CH2:21][N:13]3[C:14]4[CH2:15][CH2:16][CH2:17][CH2:18][C:19]=4[CH:20]=[C:12]3[C:11]2=[O:23])[N:5]=[CH:4][CH:3]=1.[BH4-].[Na+]. The catalyst is CO. The product is [Cl:1][C:2]1[CH:3]=[CH:4][N:5]=[C:6]([N:10]2[CH2:22][CH2:21][N:13]3[C:14]4[CH2:15][CH2:16][CH2:17][CH2:18][C:19]=4[CH:20]=[C:12]3[C:11]2=[O:23])[C:7]=1[CH2:8][OH:9]. The yield is 0.900. (8) The reactants are [CH3:1][C:2]1[C:9]([CH3:10])=[CH:8][C:7]([CH3:11])=[C:6]([CH:12]=[CH2:13])[C:3]=1[CH:4]=[O:5].[H][H]. The catalyst is C(O)(=O)C.[C].[Pd]. The product is [CH2:12]([C:6]1[C:7]([CH3:11])=[CH:8][C:9]([CH3:10])=[C:2]([CH3:1])[C:3]=1[CH:4]=[O:5])[CH3:13]. The yield is 0.620.